This data is from Full USPTO retrosynthesis dataset with 1.9M reactions from patents (1976-2016). The task is: Predict the reactants needed to synthesize the given product. (1) Given the product [C:1]([O:5][C:6](=[O:31])[NH:7][C@H:8]([CH2:27][CH:28]([CH3:29])[CH3:30])[C:9]([NH:11][C:12]1[CH:17]=[C:16]([O:18][CH3:19])[C:15]([C:20]2[O:21][CH:44]=[N:43][CH:42]=2)=[CH:14][C:13]=1[C:22]1[N:23]=[N:24][NH:25][N:26]=1)=[O:10])([CH3:4])([CH3:3])[CH3:2], predict the reactants needed to synthesize it. The reactants are: [C:1]([O:5][C:6](=[O:31])[NH:7][C@H:8]([CH2:27][CH:28]([CH3:30])[CH3:29])[C:9]([NH:11][C:12]1[CH:17]=[C:16]([O:18][CH3:19])[C:15]([CH:20]=[O:21])=[CH:14][C:13]=1[C:22]1[N:23]=[N:24][NH:25][N:26]=1)=[O:10])([CH3:4])([CH3:3])[CH3:2].CC1C=CC(S([CH2:42][N+:43]#[C-:44])(=O)=O)=CC=1.C(=O)([O-])[O-].[K+].[K+]. (2) Given the product [F:1][C:2]([F:10])([F:11])[C:3]1[CH:8]=[CH:7][CH:6]=[CH:5][C:4]=1[O:9][C@H:13]([CH3:12])[CH2:14][CH2:15][O:18][C:19]1[CH:24]=[CH:23][C:22]([CH:25]([C:31]#[C:32][CH3:33])[CH2:26][C:27]([OH:29])=[O:28])=[CH:21][CH:20]=1, predict the reactants needed to synthesize it. The reactants are: [F:1][C:2]([F:11])([F:10])[C:3]1[CH:8]=[CH:7][CH:6]=[CH:5][C:4]=1[OH:9].[CH2:12](O)[CH2:13][C@H:14](O)[CH3:15].[OH:18][C:19]1[CH:24]=[CH:23][C:22]([CH:25]([C:31]#[C:32][CH3:33])[CH2:26][C:27]([O:29]C)=[O:28])=[CH:21][CH:20]=1. (3) Given the product [F:1][C:2]1[CH:29]=[C:28]([F:30])[CH:27]=[CH:26][C:3]=1[NH:4][C:5]1[CH:17]=[C:16]([CH2:18][CH2:19][C:20]2[CH:25]=[CH:24][CH:23]=[CH:22][CH:21]=2)[CH:15]=[CH:14][C:6]=1[C:7]([OH:9])=[O:8], predict the reactants needed to synthesize it. The reactants are: [F:1][C:2]1[CH:29]=[C:28]([F:30])[CH:27]=[CH:26][C:3]=1[NH:4][C:5]1[CH:17]=[C:16]([CH2:18][CH2:19][C:20]2[CH:25]=[CH:24][CH:23]=[CH:22][CH:21]=2)[CH:15]=[CH:14][C:6]=1[C:7]([O:9]C(C)(C)C)=[O:8]. (4) Given the product [Br:1][C:2]1[C:11]2[CH2:10][CH2:9][CH2:8][CH2:7][C:6]=2[C:5]([O:12][CH3:14])=[N:4][C:3]=1[CH3:13], predict the reactants needed to synthesize it. The reactants are: [Br:1][C:2]1[C:11]2[CH2:10][CH2:9][CH2:8][CH2:7][C:6]=2[C:5](=[O:12])[NH:4][C:3]=1[CH3:13].[CH3:14]I.